This data is from Catalyst prediction with 721,799 reactions and 888 catalyst types from USPTO. The task is: Predict which catalyst facilitates the given reaction. (1) Reactant: [CH3:1][C:2]1[C:10]2[C:9]([CH2:11][N:12]3[C:16]4[CH:17]=[CH:18][CH:19]=[CH:20][C:15]=4[NH:14][C:13]3=[O:21])=[CH:8][S:7][C:6]=2[CH:5]=[CH:4][CH:3]=1.[CH:22]([S:24]([NH2:27])(=[O:26])=[O:25])=[CH2:23].[OH-].[Na+].[NH4+].[Cl-]. Product: [CH3:1][C:2]1[C:10]2[C:9]([CH2:11][N:12]3[C:16]4[CH:17]=[CH:18][CH:19]=[CH:20][C:15]=4[N:14]([CH2:23][CH2:22][S:24]([NH2:27])(=[O:26])=[O:25])[C:13]3=[O:21])=[CH:8][S:7][C:6]=2[CH:5]=[CH:4][CH:3]=1. The catalyst class is: 20. (2) Reactant: [NH2:1][C:2]1[N:6]([C:7]2[CH:8]=[C:9](/[CH:13]=[C:14](\[CH3:18])/[C:15]([NH2:17])=[O:16])[CH:10]=[CH:11][CH:12]=2)[N:5]=[C:4]([C:19]2[CH:24]=[CH:23][CH:22]=[CH:21][C:20]=2[F:25])[CH:3]=1. Product: [NH2:1][C:2]1[N:6]([C:7]2[CH:8]=[C:9]([CH2:13][CH:14]([CH3:18])[C:15]([NH2:17])=[O:16])[CH:10]=[CH:11][CH:12]=2)[N:5]=[C:4]([C:19]2[CH:24]=[CH:23][CH:22]=[CH:21][C:20]=2[F:25])[CH:3]=1. The catalyst class is: 19. (3) Reactant: Cl.[O:2]=[C:3]([N:31]1[CH2:36][CH2:35][N:34]2[C:37]([C:40]([F:43])([F:42])[F:41])=[N:38][N:39]=[C:33]2[CH2:32]1)[CH2:4][CH:5]([NH:16][C:17]([CH:19]1[CH2:23][CH2:22][CH2:21][N:20]1[C:24](=[O:30])[CH:25]([NH2:29])[CH:26]([CH3:28])[CH3:27])=[O:18])[CH2:6][C:7]1[CH:12]=[C:11]([F:13])[C:10]([F:14])=[CH:9][C:8]=1[F:15].C(=O)(O)[O-].[Na+]. Product: [O:2]=[C:3]([N:31]1[CH2:36][CH2:35][N:34]2[C:37]([C:40]([F:41])([F:43])[F:42])=[N:38][N:39]=[C:33]2[CH2:32]1)[CH2:4][CH:5]([NH:16][C:17]([CH:19]1[CH2:23][CH2:22][CH2:21][N:20]1[C:24](=[O:30])[CH:25]([NH2:29])[CH:26]([CH3:28])[CH3:27])=[O:18])[CH2:6][C:7]1[CH:12]=[C:11]([F:13])[C:10]([F:14])=[CH:9][C:8]=1[F:15]. The catalyst class is: 6. (4) Product: [CH3:1][C:2]1([CH3:9])[CH:7]2[CH:6]([O:10]2)[C:5](=[O:8])[CH2:4][CH2:3]1. The catalyst class is: 5. Reactant: [CH3:1][C:2]1([CH3:9])[CH2:7][CH2:6][C:5](=[O:8])[CH:4]=[CH:3]1.[OH:10]O.[OH-].[Na+]. (5) Reactant: [F:1][C:2]([F:21])([F:20])[C:3]([N:5]1[CH2:11][CH2:10][C:9]2[CH:12]=[CH:13][C:14]([S:16](Cl)(=[O:18])=[O:17])=[CH:15][C:8]=2[CH2:7][CH2:6]1)=[O:4].[F-:22].[K+].C1OCCOCCOCCOCCOCCOC1.C(#N)C. Product: [F:1][C:2]([F:21])([F:20])[C:3]([N:5]1[CH2:11][CH2:10][C:9]2[CH:12]=[CH:13][C:14]([S:16]([F:22])(=[O:18])=[O:17])=[CH:15][C:8]=2[CH2:7][CH2:6]1)=[O:4]. The catalyst class is: 84. (6) Reactant: C(OC([NH:8][C@@H:9]([CH2:13][CH2:14][CH2:15][CH2:16][NH:17][C:18]([O:20][CH2:21][CH2:22][CH2:23][CH:24]=[CH2:25])=[O:19])[C:10]([OH:12])=[O:11])=O)(C)(C)C.[C:26]([OH:32])([C:28]([F:31])([F:30])[F:29])=[O:27]. Product: [OH:32][C:26]([C:28]([F:31])([F:30])[F:29])=[O:27].[NH2:8][C@@H:9]([CH2:13][CH2:14][CH2:15][CH2:16][NH:17][C:18]([O:20][CH2:21][CH2:22][CH2:23][CH:24]=[CH2:25])=[O:19])[C:10]([OH:12])=[O:11]. The catalyst class is: 2.